This data is from Full USPTO retrosynthesis dataset with 1.9M reactions from patents (1976-2016). The task is: Predict the reactants needed to synthesize the given product. (1) Given the product [Br:1][C:2]1[C:7]([CH3:8])=[CH:6][CH:5]=[CH:4][C:3]=1[C@H:9]([N:11]1[C:15]2[CH:16]=[C:17]([F:42])[C:18]([S:20]([NH:23][C:24]3[CH:29]=[CH:28][CH:27]=[C:26]([F:30])[N:25]=3)(=[O:21])=[O:22])=[CH:19][C:14]=2[O:13][C:12]1=[O:43])[CH3:10], predict the reactants needed to synthesize it. The reactants are: [Br:1][C:2]1[C:7]([CH3:8])=[CH:6][CH:5]=[CH:4][C:3]=1[C@H:9]([N:11]1[C:15]2[CH:16]=[C:17]([F:42])[C:18]([S:20]([N:23](CC3C=CC(OC)=CC=3OC)[C:24]3[CH:29]=[CH:28][CH:27]=[C:26]([F:30])[N:25]=3)(=[O:22])=[O:21])=[CH:19][C:14]=2[O:13][C:12]1=[O:43])[CH3:10].C(O)(C(F)(F)F)=O. (2) Given the product [Br:1][C:2]1[C:8]([F:9])=[CH:7][C:5]([NH:6][C:12]([NH:46][NH:45][C:43](=[O:44])[CH2:42][C@@H:39]2[CH2:40][CH2:41][N:37]([C:35]([CH:32]3[CH2:34][CH2:33]3)=[O:36])[CH2:38]2)=[O:14])=[C:4]([F:10])[CH:3]=1, predict the reactants needed to synthesize it. The reactants are: [Br:1][C:2]1[C:8]([F:9])=[CH:7][C:5]([NH2:6])=[C:4]([F:10])[CH:3]=1.Cl[C:12](Cl)([O:14]C(=O)OC(Cl)(Cl)Cl)Cl.CCN(C(C)C)C(C)C.[CH:32]1([C:35]([N:37]2[CH2:41][CH2:40][C@@H:39]([CH2:42][C:43]([NH:45][NH2:46])=[O:44])[CH2:38]2)=[O:36])[CH2:34][CH2:33]1. (3) Given the product [CH3:1][O:2][C:3]([CH:4]1[CH2:5][C:6]([C:22]#[N:23])([C:13]2[CH:18]=[C:17]([F:19])[C:16]([F:20])=[CH:15][C:14]=2[F:21])[CH2:7][CH2:8][C:9]1=[O:10])=[O:24], predict the reactants needed to synthesize it. The reactants are: [CH3:1][O:2][C:3](=[O:24])[CH2:4][CH2:5][C:6]([C:22]#[N:23])([C:13]1[CH:18]=[C:17]([F:19])[C:16]([F:20])=[CH:15][C:14]=1[F:21])[CH2:7][CH2:8][C:9](OC)=[O:10].CC(C)([O-])C.[K+].FC1C=C(F)C(F)=CC=1F.C(O)(=O)C.